This data is from Full USPTO retrosynthesis dataset with 1.9M reactions from patents (1976-2016). The task is: Predict the reactants needed to synthesize the given product. (1) The reactants are: [F:1][C:2]([F:20])([F:19])[C@H:3]([CH3:18])[CH:4](C1C=CC(C=C)=CC=1)[C:5]([O:7][CH2:8][CH3:9])=[O:6].[F-].[Na+].[CH3:23][C:24]1[CH:29]=[CH:28][C:27](O)=[CH:26][CH:25]=1.[F:31][C:32]([F:44])(S(F)(=O)=O)[C:33](O[Si](C)(C)C)=O.C(=O)(O)[O-].[Na+]. Given the product [F:31][C:32]1([F:44])[CH2:33][CH:23]1[C:24]1[CH:29]=[CH:28][C:27]([CH:4]([C@@H:3]([CH3:18])[C:2]([F:1])([F:19])[F:20])[C:5]([O:7][CH2:8][CH3:9])=[O:6])=[CH:26][CH:25]=1, predict the reactants needed to synthesize it. (2) Given the product [BrH:1].[Br:1][CH2:29][C:27]1[CH:26]=[CH:25][N:24]=[C:23]([NH2:22])[CH:28]=1, predict the reactants needed to synthesize it. The reactants are: [Br:1]Br.C1(P(C2C=CC=CC=2)C2C=CC=CC=2)C=CC=CC=1.[NH2:22][C:23]1[CH:28]=[C:27]([CH2:29]O)[CH:26]=[CH:25][N:24]=1. (3) Given the product [Cl:1][C:2]1[CH:3]=[C:4]2[C:8](=[CH:9][CH:10]=1)[NH:7][C:6](=[O:11])[C:5]12[O:28][CH2:27][CH2:26][CH2:25][O:12]1, predict the reactants needed to synthesize it. The reactants are: [Cl:1][C:2]1[CH:3]=[C:4]2[C:8](=[CH:9][CH:10]=1)[NH:7][C:6](=[O:11])[C:5]2=[O:12].O.C1(C)C=CC(S(O)(=O)=O)=CC=1.[CH2:25](O)[CH2:26][CH2:27][OH:28]. (4) The reactants are: [Cl:1][C:2]1[CH:7]=[CH:6][C:5]([NH:8][C:9]2[O:13][C:12]([C:14]3[CH:15]=[CH:16][CH:17]=[C:18](O)[CH:19]=3)=[N:11][N:10]=2)=[CH:4][C:3]=1[C:21]([F:24])([F:23])[F:22].C[Si]([N-][Si](C)(C)C)(C)C.[K+].[C:35]([O-:38])([O-])=[O:36].[K+].[K+].Br[N:42]1[CH:47]=C[CH:45]=[N:44][CH2:43]1. Given the product [F:22][C:21]([F:24])([F:23])[C:35]([OH:38])=[O:36].[Cl:1][C:2]1[CH:7]=[CH:6][C:5]([NH:8][C:9]2[O:13][C:12]([C:14]3[CH:15]=[CH:16][C:17]([O:38][C:35]4[CH:47]=[N:42][CH:43]=[N:44][CH:45]=4)=[CH:18][CH:19]=3)=[N:11][N:10]=2)=[CH:4][C:3]=1[C:21]([F:24])([F:23])[F:22], predict the reactants needed to synthesize it. (5) Given the product [N:23]1([C:2]2[CH:7]=[C:6]([Cl:8])[CH:5]=[CH:4][C:3]=2[CH2:9][N:10]2[CH2:15][CH2:14][N:13]([C:16]([O:18][C:19]([CH3:22])([CH3:21])[CH3:20])=[O:17])[CH2:12][CH2:11]2)[CH2:26][CH2:25][CH2:24]1, predict the reactants needed to synthesize it. The reactants are: Br[C:2]1[CH:7]=[C:6]([Cl:8])[CH:5]=[CH:4][C:3]=1[CH2:9][N:10]1[CH2:15][CH2:14][N:13]([C:16]([O:18][C:19]([CH3:22])([CH3:21])[CH3:20])=[O:17])[CH2:12][CH2:11]1.[NH:23]1[CH2:26][CH2:25][CH2:24]1.C(O[Na])(C)(C)C.C1C=CC(P(C2C(C3C(P(C4C=CC=CC=4)C4C=CC=CC=4)=CC=C4C=3C=CC=C4)=C3C(C=CC=C3)=CC=2)C2C=CC=CC=2)=CC=1. (6) Given the product [Cl:8][C:9]1[CH:28]=[CH:27][C:12]([CH2:13][N:14]2[CH2:19][CH2:18][NH:17][CH2:16][CH2:15]2)=[CH:11][CH:10]=1, predict the reactants needed to synthesize it. The reactants are: FC(F)(F)C(O)=O.[Cl:8][C:9]1[CH:28]=[CH:27][C:12]([CH2:13][N:14]2[CH2:19][CH2:18][N:17](C(OC(C)(C)C)=O)[CH2:16][CH2:15]2)=[CH:11][CH:10]=1.